This data is from Catalyst prediction with 721,799 reactions and 888 catalyst types from USPTO. The task is: Predict which catalyst facilitates the given reaction. (1) Reactant: Br[CH2:2][CH2:3][O:4][C:5]1[C:6]([C:26]2[CH:36]=[CH:35][C:29]([C:30]([N:32]([CH3:34])[CH3:33])=[O:31])=[CH:28][C:27]=2[CH3:37])=[N:7][C:8]([C:11]2[NH:20][C:19](=[O:21])[C:18]3[C:13](=[CH:14][C:15]([O:24][CH3:25])=[CH:16][C:17]=3[O:22][CH3:23])[N:12]=2)=[CH:9][CH:10]=1.[CH:38]([NH2:41])([CH3:40])[CH3:39].O. Product: [CH3:23][O:22][C:17]1[CH:16]=[C:15]([O:24][CH3:25])[CH:14]=[C:13]2[C:18]=1[C:19](=[O:21])[NH:20][C:11]([C:8]1[N:7]=[C:6]([C:26]3[CH:36]=[CH:35][C:29]([C:30]([N:32]([CH3:33])[CH3:34])=[O:31])=[CH:28][C:27]=3[CH3:37])[C:5]([O:4][CH2:3][CH2:2][NH:41][CH:38]([CH3:40])[CH3:39])=[CH:10][CH:9]=1)=[N:12]2. The catalyst class is: 16. (2) Reactant: [CH:1]1(/[CH:6]=[CH:7]/[C@H:8]([C@@H:10]2[O:14][C:13](=[O:15])[C@H:12]([O:16][CH3:17])[C@@H:11]2[OH:18])[OH:9])[CH2:5][CH2:4][CH2:3][CH2:2]1.Cl.[NH2:20][C@@H:21]1[C:27](=[O:28])[NH:26][C:25]2[C:29]([C:33]3[CH:38]=[CH:37][CH:36]=[CH:35][CH:34]=3)=[CH:30][CH:31]=[CH:32][C:24]=2[O:23][CH2:22]1.C(C(CCCC)C([O-])=O)C.[Na+]. Product: [CH:1]1(/[CH:6]=[CH:7]/[C@@H:8]([OH:9])[C@H:10]([OH:14])[C@@H:11]([OH:18])[C@@H:12]([O:16][CH3:17])[C:13]([NH:20][C@@H:21]2[C:27](=[O:28])[NH:26][C:25]3[C:29]([C:33]4[CH:34]=[CH:35][CH:36]=[CH:37][CH:38]=4)=[CH:30][CH:31]=[CH:32][C:24]=3[O:23][CH2:22]2)=[O:15])[CH2:5][CH2:4][CH2:3][CH2:2]1. The catalyst class is: 1.